This data is from Reaction yield outcomes from USPTO patents with 853,638 reactions. The task is: Predict the reaction yield, written as a fraction of the theoretical maximum amount of product (1.0 means a 100% yield; for example, 0.34 means a 34% yield). The reactants are [CH:1]([CH:4]1[C:9]([O:10][CH3:11])=[N:8][CH2:7][C:6]([O:12][CH3:13])=[N:5]1)([CH3:3])[CH3:2].C([Li])CCC.I[CH2:20][CH2:21][C:22]([F:25])([F:24])[F:23]. The catalyst is C1COCC1.C(OCC)(=O)C. The product is [CH:1]([CH:4]1[C:9]([O:10][CH3:11])=[N:8][CH:7]([CH2:20][CH2:21][C:22]([F:25])([F:24])[F:23])[C:6]([O:12][CH3:13])=[N:5]1)([CH3:3])[CH3:2]. The yield is 0.590.